Dataset: Reaction yield outcomes from USPTO patents with 853,638 reactions. Task: Predict the reaction yield, written as a fraction of the theoretical maximum amount of product (1.0 means a 100% yield; for example, 0.34 means a 34% yield). (1) The reactants are [NH2:1][C:2]1[C:17]([O:18][CH3:19])=[CH:16][C:5]2[N:6]([CH2:14][CH3:15])[C:7](=[O:13])[CH2:8][CH2:9][C:10]([CH3:12])([CH3:11])[C:4]=2[CH:3]=1.Cl[C:21]1[N:26]=[C:25]([NH:27][C@@H:28]2[C@@H:33]3[CH2:34][C@@H:30]([CH:31]=[CH:32]3)[C@@H:29]2[C:35]([NH2:37])=[O:36])[C:24]([Cl:38])=[CH:23][N:22]=1. No catalyst specified. The product is [Cl:38][C:24]1[C:25]([NH:27][C@@H:28]2[C@@H:33]3[CH2:34][C@@H:30]([CH:31]=[CH:32]3)[C@@H:29]2[C:35]([NH2:37])=[O:36])=[N:26][C:21]([NH:1][C:2]2[C:17]([O:18][CH3:19])=[CH:16][C:5]3[N:6]([CH2:14][CH3:15])[C:7](=[O:13])[CH2:8][CH2:9][C:10]([CH3:12])([CH3:11])[C:4]=3[CH:3]=2)=[N:22][CH:23]=1. The yield is 0.700. (2) The reactants are [Br:1][C:2]1[C:11]([CH2:12][OH:13])=[C:10]2[C:5]([NH:6][C:7]([CH3:17])([CH3:16])[C:8](=[O:15])[N:9]2[CH3:14])=[CH:4][CH:3]=1.[F:18][C:19]1[CH:20]=[CH:21][C:22]([CH3:26])=[C:23](O)[CH:24]=1.C(P(CCCC)CCCC)CCC.N(C(N1CCCCC1)=O)=NC(N1CCCCC1)=O. The catalyst is O1CCCC1.CCCCCC. The product is [Br:1][C:2]1[C:11]([CH2:12][O:13][C:21]2[CH:20]=[C:19]([F:18])[CH:24]=[CH:23][C:22]=2[CH3:26])=[C:10]2[C:5]([NH:6][C:7]([CH3:17])([CH3:16])[C:8](=[O:15])[N:9]2[CH3:14])=[CH:4][CH:3]=1. The yield is 0.820. (3) The reactants are Cl[CH2:2][C:3]1[CH:13]=[CH:12][C:6]2[O:7][C:8]([F:11])([F:10])[O:9][C:5]=2[CH:4]=1.[C-:14]#[N:15].[Na+].O.C(OC)(C)(C)C. The catalyst is CS(C)=O. The product is [F:10][C:8]1([F:11])[O:7][C:6]2[CH:12]=[CH:13][C:3]([CH2:2][C:14]#[N:15])=[CH:4][C:5]=2[O:9]1. The yield is 0.950. (4) The reactants are Br[C:2]1[N:7]=[C:6]([C:8]([O:10][CH3:11])=[O:9])[C:5]([O:12][CH2:13][CH2:14][O:15][C:16]2[CH:21]=[CH:20][CH:19]=[CH:18][CH:17]=2)=[CH:4][CH:3]=1.CC1(C)C(C)(C)OB([C:30]2[CH:39]=[C:38]3[C:33]([CH2:34][CH2:35][CH2:36][NH:37]3)=[CH:32][CH:31]=2)O1.C([O-])([O-])=O.[K+].[K+].O. The catalyst is [Br-].C([N+](CCCC)(CCCC)CCCC)CCC.O1CCOCC1.CCOC(C)=O.Cl[Pd](Cl)([P](C1C=CC=CC=1)(C1C=CC=CC=1)C1C=CC=CC=1)[P](C1C=CC=CC=1)(C1C=CC=CC=1)C1C=CC=CC=1. The product is [O:15]([CH2:14][CH2:13][O:12][C:5]1[C:6]([C:8]([O:10][CH3:11])=[O:9])=[N:7][C:2]([C:30]2[CH:39]=[C:38]3[C:33]([CH2:34][CH2:35][CH2:36][NH:37]3)=[CH:32][CH:31]=2)=[CH:3][CH:4]=1)[C:16]1[CH:21]=[CH:20][CH:19]=[CH:18][CH:17]=1. The yield is 0.720. (5) The reactants are [CH2:1]([CH:8]([C:14]([NH:16][C@H:17]([C:28]1[S:29][CH:30]=[C:31]([CH2:33][CH3:34])[N:32]=1)[CH2:18][C:19]1[CH:24]=[CH:23][C:22]([N+:25]([O-:27])=[O:26])=[CH:21][CH:20]=1)=[O:15])[C:9]([O:11]CC)=O)[C:2]1[CH:7]=[CH:6][CH:5]=[CH:4][CH:3]=1.C(=O)([O-])[O-].[K+].[K+].[C:41](=[N:44]O)([NH2:43])[CH3:42]. The catalyst is C1(C)C=CC=CC=1. The product is [CH2:33]([C:31]1[N:32]=[C:28]([C@@H:17]([NH:16][C:14](=[O:15])[CH:8]([C:9]2[O:11][N:44]=[C:41]([CH3:42])[N:43]=2)[CH2:1][C:2]2[CH:3]=[CH:4][CH:5]=[CH:6][CH:7]=2)[CH2:18][C:19]2[CH:20]=[CH:21][C:22]([N+:25]([O-:27])=[O:26])=[CH:23][CH:24]=2)[S:29][CH:30]=1)[CH3:34]. The yield is 0.940. (6) The product is [OH:5][C:6]1[CH:7]=[C:8]([O:20][C:21]2[CH:22]=[CH:23][C:24]([S:27]([CH3:30])(=[O:29])=[O:28])=[CH:25][CH:26]=2)[CH:9]=[C:10]2[C:14]=1[NH:13][C:12]([C:15]([OH:17])=[O:16])=[CH:11]2. The yield is 0.980. The reactants are CS([O:5][C:6]1[CH:7]=[C:8]([O:20][C:21]2[CH:26]=[CH:25][C:24]([S:27]([CH3:30])(=[O:29])=[O:28])=[CH:23][CH:22]=2)[CH:9]=[C:10]2[C:14]=1[NH:13][C:12]([C:15]([O:17]CC)=[O:16])=[CH:11]2)(=O)=O.O1CCCC1.CO.[OH-].[K+]. The catalyst is O. (7) The reactants are [Cl:1][C:2]1[C:16]([F:17])=[CH:15][CH:14]=[C:13]([Cl:18])[C:3]=1[CH2:4][O:5][C:6]1[C:7]([NH2:12])=[N:8][CH:9]=[CH:10][CH:11]=1.[Br:19]N1C(=O)CCC1=O. The catalyst is C(#N)C. The product is [Br:19][C:10]1[CH:11]=[C:6]([O:5][CH2:4][C:3]2[C:13]([Cl:18])=[CH:14][CH:15]=[C:16]([F:17])[C:2]=2[Cl:1])[C:7]([NH2:12])=[N:8][CH:9]=1. The yield is 0.510.